From a dataset of Catalyst prediction with 721,799 reactions and 888 catalyst types from USPTO. Predict which catalyst facilitates the given reaction. (1) Reactant: [Cl:1][C:2]1[CH:3]=[N:4][CH:5]=[C:6]([Cl:8])[CH:7]=1.[Li+].CC([N-]C(C)C)C.[C:17](OCC)(=[O:23])[C:18]([O:20][CH2:21][CH3:22])=[O:19]. Product: [Cl:1][C:2]1[CH:3]=[N:4][CH:5]=[C:6]([Cl:8])[C:7]=1[C:17](=[O:23])[C:18]([O:20][CH2:21][CH3:22])=[O:19]. The catalyst class is: 1. (2) Reactant: [CH3:1][C:2]1[C:10]2[N:9]=[C:8]([C:11]3[C:12]([CH3:28])=[N:13][C:14]([NH:17][CH2:18][CH2:19][CH2:20][CH:21]4[CH2:26][CH2:25][N:24]([CH3:27])[CH2:23][CH2:22]4)=[N:15][CH:16]=3)[NH:7][C:6]=2[CH:5]=[C:4]([CH3:29])[CH:3]=1.O.O.O.O.[OH:34][CH:35](C(O)C(O)=O)C(O)=O.CC1C2N=C(C3C(C)=NC(NCCCC4CCN(C)CC4)=NC=3)NC=2C=C(C)C=1.[C:73]([OH:80])(=[O:79])/[CH:74]=[CH:75]/[C:76]([OH:78])=[O:77]. Product: [CH3:35][O-:34].[C:73]([O-:80])(=[O:79])/[CH:74]=[CH:75]/[C:76]([O-:78])=[O:77].[CH3:1][C:2]1[C:10]2[N:9]=[C:8]([C:11]3[C:12]([CH3:28])=[N:13][C:14]([NH:17][CH2:18][CH2:19][CH2:20][CH:21]4[CH2:22][CH2:23][N:24]([CH3:27])[CH2:25][CH2:26]4)=[N:15][CH:16]=3)[NH:7][C:6]=2[CH:5]=[C:4]([CH3:29])[CH:3]=1. The catalyst class is: 513. (3) Reactant: Cl[C:2]1[N:11]=[C:10]([NH:12][CH2:13][C:14]([C:22]2[CH:27]=[CH:26][CH:25]=[CH:24][CH:23]=2)([C:16]2[CH:21]=[CH:20][CH:19]=[CH:18][CH:17]=2)[CH3:15])[C:9]2[C:4](=[CH:5][CH:6]=[CH:7][CH:8]=2)[N:3]=1.[CH3:28][S:29]([NH:32][C:33]1[CH:38]=[CH:37][C:36](B(O)O)=[CH:35][CH:34]=1)(=[O:31])=[O:30].C1(C(C2C=CC=CN=2)CNC2C3C(=CC=CC=3)N=C(C3C=CC(NS(C)(=O)=O)=CC=3)N=2)C=CC=CC=1. Product: [C:16]1([C:14]([C:22]2[CH:27]=[CH:26][CH:25]=[CH:24][CH:23]=2)([CH3:15])[CH2:13][NH:12][C:10]2[C:9]3[C:4](=[CH:5][CH:6]=[CH:7][CH:8]=3)[N:3]=[C:2]([C:36]3[CH:35]=[CH:34][C:33]([NH:32][S:29]([CH3:28])(=[O:30])=[O:31])=[CH:38][CH:37]=3)[N:11]=2)[CH:21]=[CH:20][CH:19]=[CH:18][CH:17]=1. The catalyst class is: 147. (4) Reactant: [C:1]1([C:29]2[CH:34]=[CH:33][CH:32]=[CH:31][CH:30]=2)[CH:6]=[CH:5][C:4]([NH:7][C:8]([C:10]2[CH:18]=[CH:17][C:13]([C:14]([OH:16])=[O:15])=[C:12]([NH:19][C:20](=[O:28])[CH2:21][N:22]3[CH2:27][CH2:26][O:25][CH2:24][CH2:23]3)[CH:11]=2)=[O:9])=[CH:3][CH:2]=1.[CH3:35][N:36]([CH3:40])[CH2:37][CH2:38][NH2:39].F[P-](F)(F)(F)(F)F.N1(O[P+](N2CCCC2)(N2CCCC2)N2CCCC2)C2C=CC=CC=2N=N1.C(N(C(C)C)CC)(C)C. Product: [CH:14]([OH:16])=[O:15].[C:1]1([C:29]2[CH:34]=[CH:33][CH:32]=[CH:31][CH:30]=2)[CH:6]=[CH:5][C:4]([NH:7][C:8](=[O:9])[C:10]2[CH:18]=[CH:17][C:13]([C:14]([NH:39][CH2:38][CH2:37][N:36]([CH3:40])[CH3:35])=[O:16])=[C:12]([NH:19][C:20](=[O:28])[CH2:21][N:22]3[CH2:27][CH2:26][O:25][CH2:24][CH2:23]3)[CH:11]=2)=[CH:3][CH:2]=1. The catalyst class is: 3. (5) Reactant: [CH3:1][O:2][C:3](Cl)=[O:4].C(N(CC)CC)C.[CH3:13][O:14][NH:15][C:16]([C:18]1[C:19](=[O:52])[C:20]2[CH:25]=[N:24][C:23]([NH:26][C:27]3[CH:32]=[CH:31][C:30]([CH2:33][CH2:34][N:35]4[CH2:40][CH2:39][NH:38][CH2:37][CH2:36]4)=[CH:29][CH:28]=3)=[N:22][C:21]=2[N:41]([C:43]2[CH:44]=[C:45]3[C:49](=[CH:50][CH:51]=2)[CH2:48][CH2:47][CH2:46]3)[CH:42]=1)=[O:17]. Product: [CH3:1][O:2][C:3]([N:38]1[CH2:37][CH2:36][N:35]([CH2:34][CH2:33][C:30]2[CH:31]=[CH:32][C:27]([NH:26][C:23]3[N:24]=[CH:25][C:20]4[C:19](=[O:52])[C:18]([C:16](=[O:17])[NH:15][O:14][CH3:13])=[CH:42][N:41]([C:43]5[CH:44]=[C:45]6[C:49](=[CH:50][CH:51]=5)[CH2:48][CH2:47][CH2:46]6)[C:21]=4[N:22]=3)=[CH:28][CH:29]=2)[CH2:40][CH2:39]1)=[O:4]. The catalyst class is: 2. (6) Reactant: [C:1]([N:8]1[C:12]2[CH:13]=[CH:14][C:15]([C:17]([F:20])([F:19])[F:18])=[CH:16][C:11]=2[NH:10][C:9]1=[O:21])(OC(C)(C)C)=O.ClC1[S:24][C:25]2[CH:31]=[C:30]([Cl:32])[CH:29]=[CH:28][C:26]=2[N:27]=1.C([O-])([O-])=O.[Cs+].[Cs+]. Product: [Cl:32][C:30]1[CH:29]=[CH:28][C:26]2[N:27]=[C:1]([N:8]3[C:12]4[CH:13]=[CH:14][C:15]([C:17]([F:18])([F:19])[F:20])=[CH:16][C:11]=4[NH:10][C:9]3=[O:21])[S:24][C:25]=2[CH:31]=1. The catalyst class is: 18. (7) Reactant: [NH2:1][CH2:2][C:3]1[N:4]=[C:5]([N:13]2[CH2:18][CH2:17][CH:16]([NH:19][C:20]([C:22]3[NH:23][C:24]([CH3:29])=[C:25]([Cl:28])[C:26]=3[Cl:27])=[O:21])[CH2:15][CH2:14]2)[S:6][C:7]=1[C:8]([O:10]CC)=[O:9].[CH3:30][S:31](Cl)(=[O:33])=[O:32]. Product: [Cl:27][C:26]1[C:25]([Cl:28])=[C:24]([CH3:29])[NH:23][C:22]=1[C:20]([NH:19][CH:16]1[CH2:15][CH2:14][N:13]([C:5]2[S:6][C:7]([C:8]([OH:10])=[O:9])=[C:3]([CH2:2][NH:1][S:31]([CH3:30])(=[O:33])=[O:32])[N:4]=2)[CH2:18][CH2:17]1)=[O:21]. The catalyst class is: 2. (8) Reactant: [I:1][C:2]1[CH:7]=[CH:6][N:5]=[C:4]([O:8][CH3:9])[C:3]=1[CH:10]=[O:11].[BH4-].[Na+]. Product: [I:1][C:2]1[CH:7]=[CH:6][N:5]=[C:4]([O:8][CH3:9])[C:3]=1[CH2:10][OH:11]. The catalyst class is: 14. (9) Reactant: [CH3:1][C:2]([C:5]1[CH:6]=[CH:7][C:8]([CH:11]([OH:35])[CH2:12][CH2:13][CH2:14][N:15]2[CH2:20][CH2:19][CH:18]([C:21]([OH:34])([C:28]3[CH:29]=[CH:30][CH:31]=[CH:32][CH:33]=3)[C:22]3[CH:23]=[CH:24][CH:25]=[CH:26][CH:27]=3)[CH2:17][CH2:16]2)=[CH:9][CH:10]=1)([CH3:4])[CH3:3].[CH3:4][C:2]([C:5]1[CH:6]=[CH:7][C:8]([CH:11]([OH:35])[CH2:12][CH2:13][CH2:14][N:15]2[CH2:20][CH2:19][CH:18]([C:21]([OH:34])([C:28]3[CH:33]=[CH:32][CH:31]=[CH:30][CH:29]=3)[C:22]3[CH:27]=[CH:26][CH:25]=[CH:24][CH:23]=3)[CH2:17][CH2:16]2)=[CH:9][CH:10]=1)([CH3:1])[CH3:3].[CH:71]1[CH:76]=[C:75]2[CH:77]=[CH:78][C:79]3[O:94][P:92]([OH:95])(=[O:93])[O:91][C:82]4[CH:83]=[CH:84][C:85]5[C:90]([C:81]=4[C:80]=3[C:74]2=[CH:73][CH:72]=1)=[CH:89][CH:88]=[CH:87][CH:86]=5. Product: [CH:87]1[CH:86]=[C:85]2[CH:84]=[CH:83][C:82]3[O:91][P:92]([OH:95])(=[O:93])[O:94][C:79]4[CH:78]=[CH:77][C:75]5[C:74]([C:80]=4[C:81]=3[C:90]2=[CH:89][CH:88]=1)=[CH:73][CH:72]=[CH:71][CH:76]=5.[CH3:4][C:2]([C:5]1[CH:6]=[CH:7][C:8]([C@H:11]([OH:35])[CH2:12][CH2:13][CH2:14][N:15]2[CH2:20][CH2:19][CH:18]([C:21]([OH:34])([C:28]3[CH:33]=[CH:32][CH:31]=[CH:30][CH:29]=3)[C:22]3[CH:27]=[CH:26][CH:25]=[CH:24][CH:23]=3)[CH2:17][CH2:16]2)=[CH:9][CH:10]=1)([CH3:1])[CH3:3]. The catalyst class is: 5.